Dataset: NCI-60 drug combinations with 297,098 pairs across 59 cell lines. Task: Regression. Given two drug SMILES strings and cell line genomic features, predict the synergy score measuring deviation from expected non-interaction effect. Synergy scores: CSS=56.4, Synergy_ZIP=-4.01, Synergy_Bliss=-5.29, Synergy_Loewe=-1.97, Synergy_HSA=-1.41. Drug 2: CC1CCC2CC(C(=CC=CC=CC(CC(C(=O)C(C(C(=CC(C(=O)CC(OC(=O)C3CCCCN3C(=O)C(=O)C1(O2)O)C(C)CC4CCC(C(C4)OC)O)C)C)O)OC)C)C)C)OC. Drug 1: C1=CN(C(=O)N=C1N)C2C(C(C(O2)CO)O)O.Cl. Cell line: ACHN.